From a dataset of NCI-60 drug combinations with 297,098 pairs across 59 cell lines. Regression. Given two drug SMILES strings and cell line genomic features, predict the synergy score measuring deviation from expected non-interaction effect. (1) Drug 1: C1=CC(=CC=C1CC(C(=O)O)N)N(CCCl)CCCl.Cl. Drug 2: C1C(C(OC1N2C=C(C(=O)NC2=O)F)CO)O. Cell line: SNB-19. Synergy scores: CSS=23.8, Synergy_ZIP=-5.29, Synergy_Bliss=-6.19, Synergy_Loewe=-11.8, Synergy_HSA=-5.31. (2) Drug 1: CCC1(CC2CC(C3=C(CCN(C2)C1)C4=CC=CC=C4N3)(C5=C(C=C6C(=C5)C78CCN9C7C(C=CC9)(C(C(C8N6C=O)(C(=O)OC)O)OC(=O)C)CC)OC)C(=O)OC)O.OS(=O)(=O)O. Drug 2: COC1=C2C(=CC3=C1OC=C3)C=CC(=O)O2. Cell line: NCI/ADR-RES. Synergy scores: CSS=-3.65, Synergy_ZIP=0.761, Synergy_Bliss=-0.612, Synergy_Loewe=-2.02, Synergy_HSA=-2.89. (3) Cell line: TK-10. Drug 2: B(C(CC(C)C)NC(=O)C(CC1=CC=CC=C1)NC(=O)C2=NC=CN=C2)(O)O. Drug 1: C1=CC=C(C=C1)NC(=O)CCCCCCC(=O)NO. Synergy scores: CSS=9.07, Synergy_ZIP=-1.56, Synergy_Bliss=-3.87, Synergy_Loewe=-37.9, Synergy_HSA=-4.12. (4) Drug 1: CC(C1=C(C=CC(=C1Cl)F)Cl)OC2=C(N=CC(=C2)C3=CN(N=C3)C4CCNCC4)N. Drug 2: CC1C(C(CC(O1)OC2CC(CC3=C2C(=C4C(=C3O)C(=O)C5=CC=CC=C5C4=O)O)(C(=O)C)O)N)O. Cell line: TK-10. Synergy scores: CSS=36.0, Synergy_ZIP=-2.52, Synergy_Bliss=-3.25, Synergy_Loewe=-29.7, Synergy_HSA=-3.23. (5) Drug 1: CN(C(=O)NC(C=O)C(C(C(CO)O)O)O)N=O. Drug 2: CC1CCCC2(C(O2)CC(NC(=O)CC(C(C(=O)C(C1O)C)(C)C)O)C(=CC3=CSC(=N3)C)C)C. Cell line: COLO 205. Synergy scores: CSS=63.5, Synergy_ZIP=6.31, Synergy_Bliss=3.72, Synergy_Loewe=-14.8, Synergy_HSA=4.41. (6) Drug 1: CN1C2=C(C=C(C=C2)N(CCCl)CCCl)N=C1CCCC(=O)O.Cl. Drug 2: CCN(CC)CCCC(C)NC1=C2C=C(C=CC2=NC3=C1C=CC(=C3)Cl)OC. Cell line: MDA-MB-435. Synergy scores: CSS=3.56, Synergy_ZIP=-4.37, Synergy_Bliss=-3.07, Synergy_Loewe=-13.1, Synergy_HSA=-2.92.